This data is from Catalyst prediction with 721,799 reactions and 888 catalyst types from USPTO. The task is: Predict which catalyst facilitates the given reaction. (1) Reactant: [CH2:1]([C:3]1[NH:4][C:5]2[C:10]([CH:11]=1)=[C:9]([O:12][CH3:13])[CH:8]=[CH:7][CH:6]=2)[CH3:2].[H-].[Na+].[CH2:16](Br)[C:17]1[CH:22]=[CH:21][CH:20]=[CH:19][CH:18]=1. Product: [CH2:1]([C:3]1[N:4]([CH2:16][C:17]2[CH:22]=[CH:21][CH:20]=[CH:19][CH:18]=2)[C:5]2[C:10]([CH:11]=1)=[C:9]([O:12][CH3:13])[CH:8]=[CH:7][CH:6]=2)[CH3:2]. The catalyst class is: 18. (2) Reactant: [C:1]([O:5][C:6](=[O:24])[N:7]([C:9]([C:16]1[CH:21]=[CH:20][C:19]([Cl:22])=[C:18]([Cl:23])[CH:17]=1)([CH2:13][NH:14][CH3:15])[CH2:10][CH:11]=[CH2:12])[CH3:8])([CH3:4])([CH3:3])[CH3:2].C(N(CC)CC)C.[C:32](Cl)(=[O:36])[CH:33]([CH3:35])[CH3:34]. Product: [C:1]([O:5][C:6](=[O:24])[N:7]([C:9]([C:16]1[CH:21]=[CH:20][C:19]([Cl:22])=[C:18]([Cl:23])[CH:17]=1)([CH2:13][N:14]([C:32](=[O:36])[CH:33]([CH3:35])[CH3:34])[CH3:15])[CH2:10][CH:11]=[CH2:12])[CH3:8])([CH3:2])([CH3:3])[CH3:4]. The catalyst class is: 10. (3) Reactant: [CH3:1][O:2][C:3]1[CH:4]=[C:5]([N+:15]([O-])=O)[CH:6]=[C:7]2[C:11]=1[NH:10][C:9]([C:12]([OH:14])=[O:13])=[CH:8]2.[H][H]. Product: [NH2:15][C:5]1[CH:6]=[C:7]2[C:11](=[C:3]([O:2][CH3:1])[CH:4]=1)[NH:10][C:9]([C:12]([OH:14])=[O:13])=[CH:8]2. The catalyst class is: 541. (4) Reactant: C(P(CCCC)CCCC)CCC.N(C(OC(C)(C)C)=O)=NC(OC(C)(C)C)=O.[Br:30][C:31]1[CH:58]=[CH:57][C:34]([O:35][C@@H:36]([CH2:54][CH2:55]O)[C:37]([NH:39][CH:40]2[CH2:45][CH2:44][N:43]([C:46]3[S:50][N:49]=[C:48]([CH:51]([CH3:53])[CH3:52])[N:47]=3)[CH2:42][CH2:41]2)=[O:38])=[C:33]([F:59])[CH:32]=1. Product: [Br:30][C:31]1[CH:58]=[CH:57][C:34]([O:35][C@H:36]2[CH2:54][CH2:55][N:39]([CH:40]3[CH2:41][CH2:42][N:43]([C:46]4[S:50][N:49]=[C:48]([CH:51]([CH3:53])[CH3:52])[N:47]=4)[CH2:44][CH2:45]3)[C:37]2=[O:38])=[C:33]([F:59])[CH:32]=1. The catalyst class is: 1. (5) Reactant: [Cl:1][C:2]1[N:6]([CH2:7][C:8](OC(C)C)=[O:9])[C:5]2[C:14]([CH:19]([CH2:22][CH3:23])[CH2:20][CH3:21])=[CH:15][CH:16]=[C:17]([Cl:18])[C:4]=2[N:3]=1.[BH4-].[Li+]. Product: [Cl:1][C:2]1[N:6]([CH2:7][CH2:8][OH:9])[C:5]2[C:14]([CH:19]([CH2:22][CH3:23])[CH2:20][CH3:21])=[CH:15][CH:16]=[C:17]([Cl:18])[C:4]=2[N:3]=1. The catalyst class is: 7. (6) Reactant: [C:1]([O:4][C@@H:5]1[C@@H:10]([O:11][C:12](=[O:14])[CH3:13])[C@H:9]([O:15][C:16](=[O:18])[CH3:17])[C@@H:8]([CH2:19][O:20][C:21](=[O:23])[CH3:22])[O:7][C@H:6]1[O:24][C:25]1[C:29]([CH2:30][C:31]2[CH:36]=[CH:35][C:34]([CH2:37][CH2:38][NH:39]C(OCC3C=CC=CC=3)=O)=[CH:33][C:32]=2[CH3:50])=[C:28]([CH:51]([CH3:53])[CH3:52])[NH:27][N:26]=1)(=[O:3])[CH3:2]. Product: [C:1]([O:4][C@@H:5]1[C@@H:10]([O:11][C:12](=[O:14])[CH3:13])[C@H:9]([O:15][C:16](=[O:18])[CH3:17])[C@@H:8]([CH2:19][O:20][C:21](=[O:23])[CH3:22])[O:7][C@H:6]1[O:24][C:25]1[C:29]([CH2:30][C:31]2[CH:36]=[CH:35][C:34]([CH2:37][CH2:38][NH2:39])=[CH:33][C:32]=2[CH3:50])=[C:28]([CH:51]([CH3:53])[CH3:52])[NH:27][N:26]=1)(=[O:3])[CH3:2]. The catalyst class is: 457. (7) Reactant: [C:1]([NH:4][C@@H:5]([CH3:17])[C:6]([N:8]1[CH2:12][C@H:11]([OH:13])[CH2:10][C@H:9]1[C:14]([OH:16])=O)=[O:7])(=[O:3])[CH3:2].[C:18]1([CH2:24][CH2:25][NH2:26])[CH:23]=[CH:22][CH:21]=[CH:20][CH:19]=1.CCN(C(C)C)C(C)C.CN(C(ON1N=NC2C=CC=NC1=2)=[N+](C)C)C.F[P-](F)(F)(F)(F)F. Product: [C:1]([NH:4][C@@H:5]([CH3:17])[C:6]([N:8]1[CH2:12][C@H:11]([OH:13])[CH2:10][C@H:9]1[C:14]([NH:26][CH2:25][CH2:24][C:18]1[CH:23]=[CH:22][CH:21]=[CH:20][CH:19]=1)=[O:16])=[O:7])(=[O:3])[CH3:2]. The catalyst class is: 3.